Predict the product of the given reaction. From a dataset of Forward reaction prediction with 1.9M reactions from USPTO patents (1976-2016). (1) Given the reactants CS(O[CH2:6][C:7]1[C:8]([C@@H:14]([NH:18][C:19]([O:21][C:22]([CH3:25])([CH3:24])[CH3:23])=[O:20])[CH:15]([CH3:17])[CH3:16])=[N:9][CH:10]=[C:11]([Cl:13])[CH:12]=1)(=O)=O.ClC1C=C(CCl)C([C@@H](NC(=O)OC(C)(C)C)C(C)C)=NC=1.[H-].[Na+], predict the reaction product. The product is: [Cl:13][C:11]1[CH:12]=[C:7]2[CH2:6][N:18]([C:19]([O:21][C:22]([CH3:25])([CH3:24])[CH3:23])=[O:20])[C@@H:14]([CH:15]([CH3:17])[CH3:16])[C:8]2=[N:9][CH:10]=1. (2) Given the reactants [CH2:1]([O:8][N:9]1[C:14]2[N:15]=[CH:16][N:17]=[C:18]([CH:19]=[O:20])[C:13]=2[C:12]([OH:21])=[C:11]([C:22]([O:24][CH2:25][CH3:26])=[O:23])[C:10]1=[O:27])[C:2]1[CH:7]=[CH:6][CH:5]=[CH:4][CH:3]=1.[NH:28]1[CH2:33][CH2:32][O:31][CH2:30][CH2:29]1.C(O[BH-](OC(=O)C)OC(=O)C)(=O)C.[Na+].C(Cl)(Cl)Cl, predict the reaction product. The product is: [CH2:1]([O:8][N:9]1[C:14]2[N:15]=[CH:16][N:17]=[C:18]([C:19]([N:28]3[CH2:33][CH2:32][O:31][CH2:30][CH2:29]3)=[O:20])[C:13]=2[C:12]([OH:21])=[C:11]([C:22]([O:24][CH2:25][CH3:26])=[O:23])[C:10]1=[O:27])[C:2]1[CH:7]=[CH:6][CH:5]=[CH:4][CH:3]=1. (3) Given the reactants [Br:1][C:2]1[CH:14]=[C:13]2[C:5]([C:6]3[C:7](=[O:22])[C:8]4[CH:20]=[C:19]([OH:21])[CH:18]=[CH:17][C:9]=4[C:10]([CH3:16])([CH3:15])[C:11]=3[NH:12]2)=[CH:4][CH:3]=1.[CH3:23][O:24][C:25](=[O:30])[CH2:26][CH2:27][CH2:28]Br.C(=O)([O-])[O-].[Cs+].[Cs+].O, predict the reaction product. The product is: [CH3:23][O:24][C:25](=[O:30])[CH2:26][CH2:27][CH2:28][O:21][C:19]1[CH:18]=[CH:17][C:9]2[C:10]([CH3:16])([CH3:15])[C:11]3[NH:12][C:13]4[C:5]([C:6]=3[C:7](=[O:22])[C:8]=2[CH:20]=1)=[CH:4][CH:3]=[C:2]([Br:1])[CH:14]=4. (4) Given the reactants [OH:1][C:2]1[C:3]([CH:10]=O)=[CH:4][C:5]([O:8][CH3:9])=[N:6][CH:7]=1.[F:12][C:13]1[CH:18]=[CH:17][C:16]([NH2:19])=[CH:15][C:14]=1[Cl:20], predict the reaction product. The product is: [Cl:20][C:14]1[CH:15]=[C:16]([N:19]=[CH:10][C:3]2[CH:4]=[C:5]([O:8][CH3:9])[N:6]=[CH:7][C:2]=2[OH:1])[CH:17]=[CH:18][C:13]=1[F:12]. (5) Given the reactants Br[C:2]1[CH:7]=[CH:6][CH:5]=[CH:4][C:3]=1[C:8]1[CH:13]=[CH:12][CH:11]=[CH:10][CH:9]=1.[F:14][C:15]1[CH:20]=CC=[C:17](OC)[C:16]=1B(O)O.CO[CH2:28][CH2:29][O:30][CH3:31].O, predict the reaction product. The product is: [F:14][C:15]1[CH:20]=[CH:28][C:29]([O:30][CH3:31])=[C:17]([C:2]2[CH:7]=[CH:6][CH:5]=[CH:4][C:3]=2[C:8]2[CH:13]=[CH:12][CH:11]=[CH:10][CH:9]=2)[CH:16]=1. (6) Given the reactants [Cl-:1].[Al+3].[Cl-].[Cl-].[H-].[Al+3].[Li+].[H-].[H-].[H-].[C:11]([CH:13]([C:18]1[C:27]2[C:22](=[CH:23][CH:24]=[C:25]([O:28][CH3:29])[CH:26]=2)[CH:21]=[CH:20][CH:19]=1)[C:14](OC)=[O:15])#[N:12].[OH-].[Na+], predict the reaction product. The product is: [ClH:1].[NH2:12][CH2:11][CH:13]([C:18]1[C:27]2[C:22](=[CH:23][CH:24]=[C:25]([O:28][CH3:29])[CH:26]=2)[CH:21]=[CH:20][CH:19]=1)[CH2:14][OH:15]. (7) Given the reactants C(OC1C=C(C=CC=1)OC1C=C2[C:15](=[CH:16][CH:17]=1)[N:14]([C:18]1[CH:23]=[CH:22][C:21](OC(C)C)=[CH:20][CH:19]=1)C(C(O)=O)=C2)(C)C.C([O:36][C:37]([C:39]1[N:40]([C:49]2[CH:54]=[CH:53][C:52]([O:55][CH:56]([CH3:58])[CH3:57])=[CH:51][CH:50]=2)[C:41]2[C:46]([CH:47]=1)=[CH:45][C:44]([OH:48])=[CH:43][CH:42]=2)=[O:38])C.N1C2C(=CC=CC=2)C=C(B(O)O)C=1, predict the reaction product. The product is: [CH:56]([O:55][C:52]1[CH:51]=[CH:50][C:49]([N:40]2[C:41]3[C:46](=[CH:45][C:44]([O:48][C:16]4[CH:15]=[N:14][C:18]5[C:19]([CH:17]=4)=[CH:20][CH:21]=[CH:22][CH:23]=5)=[CH:43][CH:42]=3)[CH:47]=[C:39]2[C:37]([OH:36])=[O:38])=[CH:54][CH:53]=1)([CH3:57])[CH3:58]. (8) Given the reactants [C:1]([C:11]1[N:15]([CH3:16])[C:14]([CH2:17][C:18]([O:20]C)=[O:19])=[CH:13][CH:12]=1)(=[O:10])[C:2]1[CH:7]=[CH:6][C:5]([O:8][CH3:9])=[CH:4][CH:3]=1.C(O)C, predict the reaction product. The product is: [C:1]([C:11]1[N:15]([CH3:16])[C:14]([CH2:17][C:18]([OH:20])=[O:19])=[CH:13][CH:12]=1)(=[O:10])[C:2]1[CH:7]=[CH:6][C:5]([O:8][CH3:9])=[CH:4][CH:3]=1. (9) Given the reactants [NH2:1][C:2]1[C:12]2[C:11](=[O:13])[NH:10][CH2:9][CH2:8][N:7](C(=O)C(F)(F)F)[C:6]=2[CH:5]=[CH:4][CH:3]=1.Cl[C:21]1[N:26]=[C:25]([NH:27][C:28]2[CH:33]=[CH:32][CH:31]=[CH:30][C:29]=2[S:34]([NH:37][CH3:38])(=[O:36])=[O:35])[C:24]([Cl:39])=[CH:23][N:22]=1.Cl, predict the reaction product. The product is: [Cl:39][C:24]1[C:25]([NH:27][C:28]2[CH:33]=[CH:32][CH:31]=[CH:30][C:29]=2[S:34]([NH:37][CH3:38])(=[O:36])=[O:35])=[N:26][C:21]([NH:1][C:2]2[C:12]3[C:11](=[O:13])[NH:10][CH2:9][CH2:8][NH:7][C:6]=3[CH:5]=[CH:4][CH:3]=2)=[N:22][CH:23]=1.